Task: Predict which catalyst facilitates the given reaction.. Dataset: Catalyst prediction with 721,799 reactions and 888 catalyst types from USPTO (1) Reactant: [N+:1]([C:4]1[CH:5]=[CH:6][CH:7]=[C:8]2[C:13]=1[O:12][CH2:11][CH2:10][CH:9]2[C:14]([OH:16])=O)([O-:3])=[O:2].[CH:17]([C:20]1[CH:26]=[CH:25][C:23]([NH2:24])=[CH:22][CH:21]=1)([CH3:19])[CH3:18].O.ON1C2C=CC=CC=2N=N1.Cl.C(N=C=NCCCN(C)C)C. Product: [CH:17]([C:20]1[CH:26]=[CH:25][C:23]([NH:24][C:14]([CH:9]2[C:8]3[C:13](=[C:4]([N+:1]([O-:3])=[O:2])[CH:5]=[CH:6][CH:7]=3)[O:12][CH2:11][CH2:10]2)=[O:16])=[CH:22][CH:21]=1)([CH3:19])[CH3:18]. The catalyst class is: 9. (2) Reactant: [Si]([O:18][CH2:19][CH2:20][C:21]1([C:44]2[CH:49]=[CH:48][CH:47]=[CH:46][CH:45]=2)[N:25]([C:26]2[S:27][C:28]3[CH2:29][N:30]([CH3:35])[CH2:31][CH2:32][C:33]=3[N:34]=2)[N:24]=[C:23]([C:36]2[CH:41]=[C:40]([F:42])[CH:39]=[CH:38][C:37]=2[F:43])[S:22]1)(C(C)(C)C)(C1C=CC=CC=1)C1C=CC=CC=1. Product: [F:43][C:37]1[CH:38]=[CH:39][C:40]([F:42])=[CH:41][C:36]=1[C:23]1[S:22][C:21]([CH2:20][CH2:19][OH:18])([C:44]2[CH:45]=[CH:46][CH:47]=[CH:48][CH:49]=2)[N:25]([C:26]2[S:27][C:28]3[CH2:29][N:30]([CH3:35])[CH2:31][CH2:32][C:33]=3[N:34]=2)[N:24]=1. The catalyst class is: 10. (3) The catalyst class is: 38. Product: [Cl:9][C:7]1[CH:6]=[CH:5][C:4]([N:10]2[CH:14]=[N:13][CH:12]=[N:11]2)=[C:3]([CH2:2][C:15]#[N:16])[CH:8]=1. Reactant: Br[CH2:2][C:3]1[CH:8]=[C:7]([Cl:9])[CH:6]=[CH:5][C:4]=1[N:10]1[CH:14]=[N:13][CH:12]=[N:11]1.[C-:15]#[N:16].[Na+]. (4) Reactant: [F:1][C:2]1[CH:8]=[C:7]([F:9])[CH:6]=[CH:5][C:3]=1[NH2:4].N1C=CC=CC=1.Cl[C:17]([O:19][CH2:20][C:21]1[CH:26]=[CH:25][CH:24]=[CH:23][CH:22]=1)=[O:18]. Product: [CH2:20]([O:19][C:17](=[O:18])[NH:4][C:3]1[CH:5]=[CH:6][C:7]([F:9])=[CH:8][C:2]=1[F:1])[C:21]1[CH:26]=[CH:25][CH:24]=[CH:23][CH:22]=1. The catalyst class is: 4.